From a dataset of Aqueous solubility values for 9,982 compounds from the AqSolDB database. Regression/Classification. Given a drug SMILES string, predict its absorption, distribution, metabolism, or excretion properties. Task type varies by dataset: regression for continuous measurements (e.g., permeability, clearance, half-life) or binary classification for categorical outcomes (e.g., BBB penetration, CYP inhibition). For this dataset (solubility_aqsoldb), we predict Y. (1) The molecule is O=c1c2ccc3c4c(ccc(c24)c2nc4ccccc4n12)c(=O)n1c2ccccc2nc31. The Y is -7.76 log mol/L. (2) The compound is CCOc1ccc(NS(=O)(=O)c2ccc(N)cc2)nn1. The Y is -2.43 log mol/L. (3) The Y is -2.44 log mol/L. The molecule is NC(=O)c1ccccc1C(N)=O. (4) The compound is Cc1c(COC(=O)C2C(/C=C(\Cl)C(F)(F)F)C2(C)C)cccc1-c1ccccc1. The Y is -6.63 log mol/L.